Task: Predict the reactants needed to synthesize the given product.. Dataset: Full USPTO retrosynthesis dataset with 1.9M reactions from patents (1976-2016) (1) Given the product [CH3:21][O:20][C:18](=[O:19])[C:17]1[CH:22]=[CH:23][C:14]([CH2:13][C:6]2[CH:7]=[CH:8][C:3]([CH2:2][OH:1])=[CH:4][CH:5]=2)=[CH:15][CH:16]=1, predict the reactants needed to synthesize it. The reactants are: [OH:1][CH2:2][C:3]1[CH:8]=[CH:7][C:6](B(O)O)=[CH:5][CH:4]=1.Br[CH2:13][C:14]1[CH:23]=[CH:22][C:17]([C:18]([O:20][CH3:21])=[O:19])=[CH:16][CH:15]=1.C([O-])([O-])=O.[K+].[K+]. (2) Given the product [Cl:1][C:2]1[CH:3]=[C:4]([CH:21]=[C:22]([Cl:25])[C:23]=1[OH:24])[C:5]([N:7]1[C:12]2[CH:13]=[CH:14][CH:15]=[C:16]([C:17]([OH:19])=[O:18])[C:11]=2[O:10][CH2:9][CH2:8]1)=[O:6], predict the reactants needed to synthesize it. The reactants are: [Cl:1][C:2]1[CH:3]=[C:4]([CH:21]=[C:22]([Cl:25])[C:23]=1[OH:24])[C:5]([N:7]1[C:12]2[CH:13]=[CH:14][CH:15]=[C:16]([C:17]([O:19]C)=[O:18])[C:11]=2[O:10][CH2:9][CH2:8]1)=[O:6].[OH-].[Na+]. (3) Given the product [CH3:27][O:26][C:3]1[C:2]([I:1])=[CH:7][C:6]([C:8](=[O:24])[NH:9][CH2:10][CH2:11][CH2:12][CH2:13][CH2:14][CH2:15][CH2:16][CH2:17][C:18]2[CH:23]=[CH:22][CH:21]=[CH:20][CH:19]=2)=[CH:5][C:4]=1[I:25], predict the reactants needed to synthesize it. The reactants are: [I:1][C:2]1[CH:7]=[C:6]([C:8](=[O:24])[NH:9][CH2:10][CH2:11][CH2:12][CH2:13][CH2:14][CH2:15][CH2:16][CH2:17][C:18]2[CH:23]=[CH:22][CH:21]=[CH:20][CH:19]=2)[CH:5]=[C:4]([I:25])[C:3]=1[OH:26].[CH3:27]I. (4) Given the product [NH2:4][CH2:3][C:2]([CH3:35])([CH3:1])[CH2:12][N:13]1[C:17]2[CH:18]=[CH:19][CH:20]=[CH:21][C:16]=2[N:15]=[C:14]1[CH2:22][N:23]([CH3:34])[CH:24]1[C:33]2[N:32]=[CH:31][CH:30]=[CH:29][C:28]=2[CH2:27][CH2:26][CH2:25]1, predict the reactants needed to synthesize it. The reactants are: [CH3:1][C:2]([CH3:35])([CH2:12][N:13]1[C:17]2[CH:18]=[CH:19][CH:20]=[CH:21][C:16]=2[N:15]=[C:14]1[CH2:22][N:23]([CH3:34])[CH:24]1[C:33]2[N:32]=[CH:31][CH:30]=[CH:29][C:28]=2[CH2:27][CH2:26][CH2:25]1)[CH2:3][NH:4]C(=O)OC(C)(C)C.N1CC(CN2C3C=CC=CC=3N=C2CN(C)C2C3N=CC=CC=3CCC2)C1.